This data is from Full USPTO retrosynthesis dataset with 1.9M reactions from patents (1976-2016). The task is: Predict the reactants needed to synthesize the given product. (1) Given the product [C:18]1([CH:2]([S:32][C:29]2[CH:28]=[CH:27][C:26]([C:25]([F:24])([F:33])[F:34])=[CH:31][CH:30]=2)[CH2:3][CH2:4][CH2:5][CH2:6][N:7]2[C:15](=[O:16])[C:14]3[C:9](=[CH:10][CH:11]=[CH:12][CH:13]=3)[C:8]2=[O:17])[CH:23]=[CH:22][CH:21]=[CH:20][CH:19]=1, predict the reactants needed to synthesize it. The reactants are: O[CH:2]([C:18]1[CH:23]=[CH:22][CH:21]=[CH:20][CH:19]=1)[CH2:3][CH2:4][CH2:5][CH2:6][N:7]1[C:15](=[O:16])[C:14]2[C:9](=[CH:10][CH:11]=[CH:12][CH:13]=2)[C:8]1=[O:17].[F:24][C:25]([F:34])([F:33])[C:26]1[CH:31]=[CH:30][C:29]([SH:32])=[CH:28][CH:27]=1.C1(P(C2C=CC=CC=2)C2C=CC=CC=2)C=CC=CC=1. (2) Given the product [CH2:1]([O:3][C:4]([C:6]1([CH2:12][C:13]2[CH:14]=[CH:15][CH:16]=[CH:17][CH:18]=2)[CH2:7][CH2:8][N:9]([CH2:19][C:20]2[CH:25]=[CH:24][CH:23]=[CH:22][CH:21]=2)[CH2:10][CH2:11]1)=[O:5])[CH3:2], predict the reactants needed to synthesize it. The reactants are: [CH2:1]([O:3][C:4]([C:6]1([CH2:12][C:13]2[CH:18]=[CH:17][CH:16]=[CH:15][CH:14]=2)[CH2:11][CH2:10][NH:9][CH2:8][CH2:7]1)=[O:5])[CH3:2].[CH2:19](OC(=O)NCCBr)[C:20]1[CH:25]=[CH:24][CH:23]=[CH:22][CH:21]=1.CCN(C(C)C)C(C)C.CCOCC. (3) Given the product [CH:3]1([CH2:4][C:16]2([C:18]#[N:19])[CH2:17][C:14](=[CH2:13])[CH2:15]2)[CH2:1][CH2:2]1, predict the reactants needed to synthesize it. The reactants are: [CH2:1]([Li])[CH2:2][CH2:3][CH3:4].C(NC(C)C)(C)C.[CH2:13]=[C:14]1[CH2:17][CH:16]([C:18]#[N:19])[CH2:15]1.C1(CBr)CC1. (4) The reactants are: [CH2:1]([O:3][C:4]1[C:5]([CH2:39][N:40]2[CH2:45][CH2:44][CH2:43][CH2:42][CH2:41]2)=[C:6]2[C:11](=[C:12]3[CH2:16][C:15]([CH3:18])([CH3:17])[O:14][C:13]=13)[C:10]([C:19]1[CH:20]=[C:21]([NH:25][C:26]([C:28]3[CH:36]=[CH:35][CH:34]=[CH:33][C:29]=3[C:30](O)=[O:31])=[O:27])[CH:22]=[CH:23][CH:24]=1)=[N:9][C:8]([CH3:38])([CH3:37])[CH2:7]2)[CH3:2].C(OC(=O)C)(=O)C.C(=O)([O-])O.[Na+]. Given the product [CH2:1]([O:3][C:4]1[C:5]([CH2:39][N:40]2[CH2:41][CH2:42][CH2:43][CH2:44][CH2:45]2)=[C:6]2[C:11](=[C:12]3[CH2:16][C:15]([CH3:17])([CH3:18])[O:14][C:13]=13)[C:10]([C:19]1[CH:20]=[C:21]([N:25]3[C:30](=[O:31])[C:29]4[C:28](=[CH:36][CH:35]=[CH:34][CH:33]=4)[C:26]3=[O:27])[CH:22]=[CH:23][CH:24]=1)=[N:9][C:8]([CH3:38])([CH3:37])[CH2:7]2)[CH3:2], predict the reactants needed to synthesize it. (5) Given the product [Cl:1][C:2]1[CH:3]=[N:4][CH:5]=[C:6]([Cl:22])[C:7]=1[CH2:8][CH:9]([N:58]1[C:63](=[O:62])[C:64]2[C:65](=[CH:66][CH:67]=[CH:68][C:69]=2[NH:70][C:71]([CH:73]2[CH2:75][CH2:74]2)=[O:72])[CH2:76]1)[C:11]1[CH:16]=[CH:15][C:14]([O:17][CH3:18])=[C:13]([O:19][CH2:20][CH3:21])[CH:12]=1, predict the reactants needed to synthesize it. The reactants are: [Cl:1][C:2]1[CH:3]=[N:4][CH:5]=[C:6]([Cl:22])[C:7]=1[CH2:8][CH:9]([C:11]1[CH:16]=[CH:15][C:14]([O:17][CH3:18])=[C:13]([O:19][CH2:20][CH3:21])[CH:12]=1)O.C1C=CC(P(C2C=CC=CC=2)C2C=CC=CC=2)=CC=1.P([N:58]=[N+]=[N-])(OC1C=CC=CC=1)(OC1C=CC=CC=1)=O.C[O:62][C:63](=O)[C:64]1[C:69]([NH:70][C:71]([CH:73]2[CH2:75][CH2:74]2)=[O:72])=[CH:68][CH:67]=[CH:66][C:65]=1[CH2:76]Br.C(N(CC)CC)C. (6) Given the product [ClH:25].[F:1][C:2]1[C:3]2[NH:24][C:26](=[O:28])[N:9]([CH:10]3[CH2:15][CH2:14][N:13]([C@H:16]4[CH2:21][CH2:20][C@H:19]([O:22][CH3:23])[CH2:18][CH2:17]4)[CH2:12][CH2:11]3)[C:4]=2[CH:5]=[C:6]([CH3:8])[CH:7]=1, predict the reactants needed to synthesize it. The reactants are: [F:1][C:2]1[CH:7]=[C:6]([CH3:8])[CH:5]=[C:4]([NH:9][CH:10]2[CH2:15][CH2:14][N:13]([C@H:16]3[CH2:21][CH2:20][C@H:19]([O:22][CH3:23])[CH2:18][CH2:17]3)[CH2:12][CH2:11]2)[C:3]=1[NH2:24].[Cl:25][C:26](Cl)([O:28]C(=O)OC(Cl)(Cl)Cl)Cl.C(N(C(C)C)CC)(C)C. (7) Given the product [Cl:42][C:43]1[C:48]([C:49]([F:51])([F:52])[F:50])=[CH:47][CH:46]=[CH:45][C:44]=1[CH2:53][NH:54][C:7]([CH:5]1[CH2:6][N:2]([CH3:1])[C:3](=[O:10])[NH:4]1)=[O:9], predict the reactants needed to synthesize it. The reactants are: [CH3:1][N:2]1[CH2:6][CH:5]([C:7]([OH:9])=O)[NH:4][C:3]1=[O:10].C(N1CCOCC1)C.O.ON1C2C=CC=CC=2N=N1.Cl.C(N=C=NCCCN(C)C)C.[Cl:42][C:43]1[C:48]([C:49]([F:52])([F:51])[F:50])=[CH:47][CH:46]=[CH:45][C:44]=1[CH2:53][NH2:54]. (8) Given the product [OH:35][CH2:6][C:7]1[CH:8]=[CH:9][C:10]([C:13]2[N:17]([C:18]3[CH:19]=[N:20][CH:21]=[CH:22][CH:23]=3)[N:16]=[C:15]([C:24]([N:26]3[CH2:31][CH2:30][C:29]([F:33])([F:32])[CH2:28][CH2:27]3)=[O:25])[CH:14]=2)=[N:11][CH:12]=1, predict the reactants needed to synthesize it. The reactants are: N([O-])=O.[Na+].N[CH2:6][C:7]1[CH:8]=[CH:9][C:10]([C:13]2[N:17]([C:18]3[CH:19]=[N:20][CH:21]=[CH:22][CH:23]=3)[N:16]=[C:15]([C:24]([N:26]3[CH2:31][CH2:30][C:29]([F:33])([F:32])[CH2:28][CH2:27]3)=[O:25])[CH:14]=2)=[N:11][CH:12]=1.C(=O)([O-])[OH:35].[Na+].C(Cl)(Cl)Cl.CO.